From a dataset of Reaction yield outcomes from USPTO patents with 853,638 reactions. Predict the reaction yield, written as a fraction of the theoretical maximum amount of product (1.0 means a 100% yield; for example, 0.34 means a 34% yield). (1) The reactants are [C:1]([O:5][C:6](=[O:16])[NH:7][C@H:8]1[CH2:13][CH2:12][CH:11]([CH2:14][OH:15])[O:10][CH2:9]1)([CH3:4])([CH3:3])[CH3:2].[CH3:17][S:18](Cl)(=[O:20])=[O:19]. The catalyst is ClCCl. The product is [CH3:17][S:18]([O:15][CH2:14][CH:11]1[CH2:12][CH2:13][C@H:8]([NH:7][C:6]([O:5][C:1]([CH3:4])([CH3:2])[CH3:3])=[O:16])[CH2:9][O:10]1)(=[O:20])=[O:19]. The yield is 0.860. (2) The reactants are [SH:1][C:2]1[CH:10]=[CH:9][C:8]([C:11]2[CH:16]=[CH:15][C:14]([F:17])=[CH:13][CH:12]=2)=[CH:7][C:3]=1[C:4](O)=O.[NH2:18][C:19]1[CH:24]=[CH:23][CH:22]=[CH:21][C:20]=1[SH:25]. No catalyst specified. The product is [S:25]1[C:20]2[CH:21]=[CH:22][CH:23]=[CH:24][C:19]=2[N:18]=[C:4]1[C:3]1[CH:7]=[C:8]([C:11]2[CH:16]=[CH:15][C:14]([F:17])=[CH:13][CH:12]=2)[CH:9]=[CH:10][C:2]=1[SH:1]. The yield is 0.680. (3) The reactants are [NH2:1][C:2]1[CH:3]=[C:4]([Cl:21])[C:5]([F:20])=[C:6]([C@:8]2([CH3:19])[CH2:13][C@@H:12]([C:14]([F:17])([F:16])[F:15])[O:11][C:10]([NH2:18])=[N:9]2)[CH:7]=1.[C:22]([C:24]1[CH:25]=[CH:26][C:27]([C:30](O)=[O:31])=[N:28][CH:29]=1)#[N:23].C(P1(=O)OP(=O)(CCC)OP(=O)(CCC)O1)CC. No catalyst specified. The product is [NH2:18][C:10]1[O:11][C@H:12]([C:14]([F:17])([F:16])[F:15])[CH2:13][C@:8]([C:6]2[CH:7]=[C:2]([NH:1][C:30](=[O:31])[C:27]3[CH:26]=[CH:25][C:24]([C:22]#[N:23])=[CH:29][N:28]=3)[CH:3]=[C:4]([Cl:21])[C:5]=2[F:20])([CH3:19])[N:9]=1. The yield is 0.683.